This data is from Full USPTO retrosynthesis dataset with 1.9M reactions from patents (1976-2016). The task is: Predict the reactants needed to synthesize the given product. Given the product [Cl:8][C:5]1[CH:6]=[CH:7][C:2]([C:25]2[CH:26]=[CH:27][C:22]([CH2:21][OH:20])=[CH:23][CH:24]=2)=[C:3]([N+:9]([O-:11])=[O:10])[CH:4]=1, predict the reactants needed to synthesize it. The reactants are: Br[C:2]1[CH:7]=[CH:6][C:5]([Cl:8])=[CH:4][C:3]=1[N+:9]([O-:11])=[O:10].[O-]P([O-])([O-])=O.[K+].[K+].[K+].[OH:20][CH2:21][C:22]1[CH:27]=[CH:26][C:25](B(O)O)=[CH:24][CH:23]=1.O.